From a dataset of Forward reaction prediction with 1.9M reactions from USPTO patents (1976-2016). Predict the product of the given reaction. (1) Given the reactants ClC1C(CO)=CC=C(Cl)N=1.[Br:11][CH2:12][C:13]1[C:14]([Cl:21])=[N:15][C:16]([Cl:20])=[C:17](F)[CH:18]=1, predict the reaction product. The product is: [Br:11][CH2:12][C:13]1[C:14]([Cl:21])=[N:15][C:16]([Cl:20])=[CH:17][CH:18]=1. (2) Given the reactants [C:1]([C:3]1[C:4]([O:20][CH2:21][C:22]([O:24]CC)=[O:23])=[N:5][C:6]([NH:9][C:10]2[N:11]=[CH:12][C:13]3[C:18]([CH:19]=2)=[CH:17][CH:16]=[CH:15][CH:14]=3)=[CH:7][N:8]=1)#[N:2].[OH-].[Li+].CO, predict the reaction product. The product is: [C:1]([C:3]1[C:4]([O:20][CH2:21][C:22]([OH:24])=[O:23])=[N:5][C:6]([NH:9][C:10]2[N:11]=[CH:12][C:13]3[C:18]([CH:19]=2)=[CH:17][CH:16]=[CH:15][CH:14]=3)=[CH:7][N:8]=1)#[N:2]. (3) Given the reactants [Cl:1][C:2]1[CH:3]=[C:4]([C:12]([O:14]C)=[O:13])[CH:5]=[C:6]([CH:11]=1)[C:7]([O:9][CH3:10])=[O:8].[OH-].[Na+], predict the reaction product. The product is: [Cl:1][C:2]1[CH:3]=[C:4]([CH:5]=[C:6]([C:7]([O:9][CH3:10])=[O:8])[CH:11]=1)[C:12]([OH:14])=[O:13]. (4) Given the reactants [NH:1]1[C:5]2[CH2:6][CH2:7][NH:8][CH2:9][CH2:10][C:4]=2[N:3]=[C:2]1[C:11]1[C:12]([CH3:22])=[CH:13][C:14]([CH3:21])=[C:15]([CH:20]=1)[C:16](OC)=[O:17].Cl.[CH:24]1(C2C(C3NC4CCNCCC=4N=3)=CC(C(OC)=O)=C(C)C=2)CCC1.Cl.[Cl:50][C:51]1[CH:56]=[CH:55][C:54]([CH:57]2[CH2:60][NH:59][CH2:58]2)=[CH:53][CH:52]=1.Cl.N1CC(C2C=CC(C#N)=CC=2)C1, predict the reaction product. The product is: [Cl:50][C:51]1[CH:52]=[CH:53][C:54]([CH:57]2[CH2:58][N:59]([C:16]([C:15]3[CH:20]=[C:11]([C:2]4[NH:1][C:5]5[CH2:6][CH2:7][N:8]([CH3:24])[CH2:9][CH2:10][C:4]=5[N:3]=4)[C:12]([CH3:22])=[CH:13][C:14]=3[CH3:21])=[O:17])[CH2:60]2)=[CH:55][CH:56]=1. (5) Given the reactants Br[C:2]1[S:25][C:5]2[N:6]=[CH:7][N:8]=[C:9]([N:10]3[CH2:15][CH2:14][CH:13]([CH2:16][O:17][CH2:18][CH2:19][N:20]4[CH2:24][CH2:23][CH2:22][CH2:21]4)[CH2:12][CH2:11]3)[C:4]=2[C:3]=1[C:26]1[CH:31]=[CH:30][CH:29]=[CH:28][CH:27]=1.C(=O)([O-])[O-].[Cs+].[Cs+].[CH2:38]([NH2:45])[C:39]1[CH:44]=[CH:43][CH:42]=[CH:41][CH:40]=1.CC1(C)C2C(=C(P(C3C=CC=CC=3)C3C=CC=CC=3)C=CC=2)OC2C(P(C3C=CC=CC=3)C3C=CC=CC=3)=CC=CC1=2, predict the reaction product. The product is: [CH2:38]([NH:45][C:2]1[S:25][C:5]2[N:6]=[CH:7][N:8]=[C:9]([N:10]3[CH2:15][CH2:14][CH:13]([CH2:16][O:17][CH2:18][CH2:19][N:20]4[CH2:24][CH2:23][CH2:22][CH2:21]4)[CH2:12][CH2:11]3)[C:4]=2[C:3]=1[C:26]1[CH:31]=[CH:30][CH:29]=[CH:28][CH:27]=1)[C:39]1[CH:44]=[CH:43][CH:42]=[CH:41][CH:40]=1. (6) The product is: [Br:35][CH2:32][C:29]1[CH:30]=[CH:31][C:26]([CH:6]([CH:1]2[CH2:5][CH2:4][CH2:3][CH2:2]2)[C:7]([NH:9][C:10]2[C:11]([CH3:25])=[C:12]([CH2:16][CH2:17][C:18]([O:20][C:21]([CH3:22])([CH3:24])[CH3:23])=[O:19])[CH:13]=[CH:14][CH:15]=2)=[O:8])=[CH:27][CH:28]=1. Given the reactants [CH:1]1([CH:6]([C:26]2[CH:31]=[CH:30][C:29]([CH2:32]O)=[CH:28][CH:27]=2)[C:7]([NH:9][C:10]2[C:11]([CH3:25])=[C:12]([CH2:16][CH2:17][C:18]([O:20][C:21]([CH3:24])([CH3:23])[CH3:22])=[O:19])[CH:13]=[CH:14][CH:15]=2)=[O:8])[CH2:5][CH2:4][CH2:3][CH2:2]1.C(Br)(Br)(Br)[Br:35].C1(P(C2C=CC=CC=2)C2C=CC=CC=2)C=CC=CC=1, predict the reaction product. (7) The product is: [Cl:1][C:2]1[C:3]([N:11]2[CH2:15][CH2:14][CH2:13][CH2:12]2)=[C:4]([CH:7]=[CH:8][CH:9]=1)[CH:5]=[O:6]. Given the reactants [Cl:1][C:2]1[C:3](F)=[C:4]([CH:7]=[CH:8][CH:9]=1)[CH:5]=[O:6].[NH:11]1[CH2:15][CH2:14][CH2:13][CH2:12]1, predict the reaction product. (8) Given the reactants [C:1]([O-:4])(=[O:3])C.[O:5]=[C:6]1[C@@H:9]([NH3+:10])[CH2:8][NH:7]1.[CH3:11]CN(C(C)C)C(C)C.[C:20]([C:24]1[CH:29]=[CH:28][C:27](C2C=CN(C([O-])=O)C(=O)C=2C)=[CH:26][CH:25]=1)([CH3:23])([CH3:22])[CH3:21], predict the reaction product. The product is: [C:20]([C:24]1[CH:29]=[CH:28][C:27]([O:4][C:1](=[O:3])[N:10]([CH3:11])[C@H:9]2[CH2:8][NH:7][C:6]2=[O:5])=[CH:26][CH:25]=1)([CH3:23])([CH3:21])[CH3:22].